From a dataset of Peptide-MHC class I binding affinity with 185,985 pairs from IEDB/IMGT. Regression. Given a peptide amino acid sequence and an MHC pseudo amino acid sequence, predict their binding affinity value. This is MHC class I binding data. (1) The MHC is HLA-B35:01 with pseudo-sequence HLA-B35:01. The peptide sequence is TFVPIAWAAAY. The binding affinity (normalized) is 0.496. (2) The peptide sequence is RYLKDQQLL. The MHC is HLA-B45:01 with pseudo-sequence HLA-B45:01. The binding affinity (normalized) is 0. (3) The peptide sequence is STLQEQIGW. The MHC is HLA-A29:02 with pseudo-sequence HLA-A29:02. The binding affinity (normalized) is 0.